The task is: Predict which catalyst facilitates the given reaction.. This data is from Catalyst prediction with 721,799 reactions and 888 catalyst types from USPTO. Reactant: [Cl:1][C:2]1[C:3]([C:9]([N:11](OC)[CH3:12])=[O:10])=[N:4][CH:5]=[C:6](Cl)[N:7]=1.[CH3:15][S-:16].[Na+]. Product: [Cl:1][C:2]1[C:3]([C:9]([NH:11][CH3:12])=[O:10])=[N:4][CH:5]=[C:6]([S:16][CH3:15])[N:7]=1. The catalyst class is: 31.